From a dataset of HIV replication inhibition screening data with 41,000+ compounds from the AIDS Antiviral Screen. Binary Classification. Given a drug SMILES string, predict its activity (active/inactive) in a high-throughput screening assay against a specified biological target. The compound is CCNC(=O)Cc1nc2c(O)ncnc2n1C1OC(CO)C(O)C1O. The result is 0 (inactive).